Dataset: Catalyst prediction with 721,799 reactions and 888 catalyst types from USPTO. Task: Predict which catalyst facilitates the given reaction. (1) Reactant: [CH3:1][O:2][C:3]1[CH:27]=[C:26]([O:28][CH3:29])[CH:25]=[CH:24][C:4]=1[CH2:5][N:6]([C:19]1[S:23][N:22]=[CH:21][N:20]=1)[S:7]([C:10]1[CH:15]=[C:14]([F:16])[C:13](F)=[CH:12][C:11]=1[F:18])(=[O:9])=[O:8].[Cl:30][C:31]1[CH:36]=[CH:35][C:34]([OH:37])=[C:33]([C:38]2[N:42]([CH:43]3[CH2:46][N:45]([CH:47]([C:54]4[CH:59]=[CH:58][CH:57]=[CH:56][CH:55]=4)[C:48]4[CH:53]=[CH:52][CH:51]=[CH:50][CH:49]=4)[CH2:44]3)[N:41]=[CH:40][CH:39]=2)[CH:32]=1.C(=O)([O-])[O-].[K+].[K+]. Product: [Cl:30][C:31]1[CH:36]=[CH:35][C:34]([O:37][C:13]2[C:14]([F:16])=[CH:15][C:10]([S:7]([N:6]([CH2:5][C:4]3[CH:24]=[CH:25][C:26]([O:28][CH3:29])=[CH:27][C:3]=3[O:2][CH3:1])[C:19]3[S:23][N:22]=[CH:21][N:20]=3)(=[O:9])=[O:8])=[C:11]([F:18])[CH:12]=2)=[C:33]([C:38]2[N:42]([CH:43]3[CH2:46][N:45]([CH:47]([C:54]4[CH:55]=[CH:56][CH:57]=[CH:58][CH:59]=4)[C:48]4[CH:53]=[CH:52][CH:51]=[CH:50][CH:49]=4)[CH2:44]3)[N:41]=[CH:40][CH:39]=2)[CH:32]=1. The catalyst class is: 16. (2) Reactant: [CH:1]1([NH:4][C:5]([C:7]2[C:15]3[CH:14]=[C:13]([C:16]4[C:21]([Cl:22])=[CH:20][N:19]=[C:18](Cl)[N:17]=4)[S:12][C:11]=3[CH:10]=[CH:9][CH:8]=2)=[O:6])[CH2:3][CH2:2]1.[C:24]([O:28][C:29]([N:31]1[CH2:36][CH2:35][C:34]([CH2:39][CH2:40][CH2:41][NH2:42])([CH2:37][CH3:38])[CH2:33][CH2:32]1)=[O:30])([CH3:27])([CH3:26])[CH3:25].C(N(C(C)C)CC)(C)C. Product: [C:24]([O:28][C:29]([N:31]1[CH2:36][CH2:35][C:34]([CH2:39][CH2:40][CH2:41][NH:42][C:18]2[N:17]=[C:16]([C:13]3[S:12][C:11]4[CH:10]=[CH:9][CH:8]=[C:7]([C:5](=[O:6])[NH:4][CH:1]5[CH2:3][CH2:2]5)[C:15]=4[CH:14]=3)[C:21]([Cl:22])=[CH:20][N:19]=2)([CH2:37][CH3:38])[CH2:33][CH2:32]1)=[O:30])([CH3:25])([CH3:27])[CH3:26]. The catalyst class is: 12. (3) Reactant: O.Cl.[NH:3]1[CH2:8][CH2:7][C:6](=[O:9])[CH2:5][CH2:4]1.C(#N)C.[CH2:13]1[CH2:23][CH2:22][N:21]2[C:16](=NCCC2)[CH2:15][CH2:14]1.C1(=CC#N)CCC1. Product: [O:9]=[C:6]1[CH2:7][CH2:8][N:3]([C:14]2([CH2:15][C:16]#[N:21])[CH2:13][CH2:23][CH2:22]2)[CH2:4][CH2:5]1. The catalyst class is: 25.